Dataset: NCI-60 drug combinations with 297,098 pairs across 59 cell lines. Task: Regression. Given two drug SMILES strings and cell line genomic features, predict the synergy score measuring deviation from expected non-interaction effect. (1) Drug 1: CC1CCCC2(C(O2)CC(NC(=O)CC(C(C(=O)C(C1O)C)(C)C)O)C(=CC3=CSC(=N3)C)C)C. Drug 2: CC1C(C(CC(O1)OC2CC(CC3=C2C(=C4C(=C3O)C(=O)C5=CC=CC=C5C4=O)O)(C(=O)C)O)N)O. Cell line: MALME-3M. Synergy scores: CSS=55.0, Synergy_ZIP=4.00, Synergy_Bliss=5.49, Synergy_Loewe=5.00, Synergy_HSA=4.70. (2) Drug 1: CS(=O)(=O)C1=CC(=C(C=C1)C(=O)NC2=CC(=C(C=C2)Cl)C3=CC=CC=N3)Cl. Drug 2: CC1CCC2CC(C(=CC=CC=CC(CC(C(=O)C(C(C(=CC(C(=O)CC(OC(=O)C3CCCCN3C(=O)C(=O)C1(O2)O)C(C)CC4CCC(C(C4)OC)O)C)C)O)OC)C)C)C)OC. Cell line: NCI/ADR-RES. Synergy scores: CSS=24.2, Synergy_ZIP=4.97, Synergy_Bliss=11.1, Synergy_Loewe=9.14, Synergy_HSA=11.5. (3) Cell line: SW-620. Drug 2: C1=NC(=NC(=O)N1C2C(C(C(O2)CO)O)O)N. Drug 1: CC(C)(C#N)C1=CC(=CC(=C1)CN2C=NC=N2)C(C)(C)C#N. Synergy scores: CSS=34.0, Synergy_ZIP=-4.22, Synergy_Bliss=0.138, Synergy_Loewe=1.53, Synergy_HSA=1.94. (4) Drug 1: CC1=C(C(CCC1)(C)C)C=CC(=CC=CC(=CC(=O)O)C)C. Drug 2: CC1CCC2CC(C(=CC=CC=CC(CC(C(=O)C(C(C(=CC(C(=O)CC(OC(=O)C3CCCCN3C(=O)C(=O)C1(O2)O)C(C)CC4CCC(C(C4)OC)OCCO)C)C)O)OC)C)C)C)OC. Cell line: HCC-2998. Synergy scores: CSS=0.728, Synergy_ZIP=0.285, Synergy_Bliss=0.261, Synergy_Loewe=-8.72, Synergy_HSA=-3.53. (5) Drug 1: CC(C)(C#N)C1=CC(=CC(=C1)CN2C=NC=N2)C(C)(C)C#N. Drug 2: C1C(C(OC1N2C=NC3=C2NC=NCC3O)CO)O. Cell line: OVCAR-5. Synergy scores: CSS=-2.62, Synergy_ZIP=0.780, Synergy_Bliss=-0.332, Synergy_Loewe=-1.53, Synergy_HSA=-2.04. (6) Drug 1: C1CN1C2=NC(=NC(=N2)N3CC3)N4CC4. Drug 2: CC(C)NC(=O)C1=CC=C(C=C1)CNNC.Cl. Cell line: IGROV1. Synergy scores: CSS=12.1, Synergy_ZIP=-5.91, Synergy_Bliss=-3.93, Synergy_Loewe=-12.7, Synergy_HSA=-3.28.